Dataset: Full USPTO retrosynthesis dataset with 1.9M reactions from patents (1976-2016). Task: Predict the reactants needed to synthesize the given product. (1) The reactants are: [OH:1][CH2:2][C@@H:3]1[CH2:8][NH:7][CH2:6][CH2:5][N:4]1[C:9](=[O:29])/[CH:10]=[CH:11]/[C:12]1[CH:17]=[CH:16][C:15]([C:18]([F:21])([F:20])[F:19])=[CH:14][C:13]=1[CH2:22][N:23]1[N:27]=[N:26][C:25]([CH3:28])=[N:24]1.C(O)(=O)C.[CH3:34][C:35]1[O:36][CH:37]=[C:38]([CH:40]=O)[N:39]=1.B.N1C=CC=CC=1C. Given the product [OH:1][CH2:2][C@@H:3]1[CH2:8][N:7]([CH2:40][C:38]2[N:39]=[C:35]([CH3:34])[O:36][CH:37]=2)[CH2:6][CH2:5][N:4]1[C:9](=[O:29])/[CH:10]=[CH:11]/[C:12]1[CH:17]=[CH:16][C:15]([C:18]([F:20])([F:21])[F:19])=[CH:14][C:13]=1[CH2:22][N:23]1[N:27]=[N:26][C:25]([CH3:28])=[N:24]1, predict the reactants needed to synthesize it. (2) Given the product [ClH:1].[CH3:18][C:15]1[CH:14]=[C:13]([CH2:12][NH:4][CH2:2][CH3:3])[O:17][N:16]=1, predict the reactants needed to synthesize it. The reactants are: [ClH:1].[CH2:2]([N:4]([CH2:12][C:13]1[O:17][N:16]=[C:15]([CH3:18])[CH:14]=1)C(=O)OC(C)(C)C)[CH3:3]. (3) Given the product [Cl:1][C:2]1[CH:7]=[CH:6][C:5]([CH2:8][C@@H:9]([NH:36][C:37]([C@@H:39]2[CH2:48][C:47]3[C:42](=[CH:43][CH:44]=[CH:45][CH:46]=3)[CH2:41][NH:40]2)=[O:38])[C:10]([N:12]2[CH2:13][CH2:14][CH:15]([C:18]3[CH:23]=[CH:22][CH:21]=[CH:20][C:19]=3[NH:24][S:25]([C:28]3[CH:33]=[CH:32][CH:31]=[CH:30][C:29]=3[C:34]#[N:35])(=[O:26])=[O:27])[CH2:16][CH2:17]2)=[O:11])=[CH:4][CH:3]=1, predict the reactants needed to synthesize it. The reactants are: [Cl:1][C:2]1[CH:7]=[CH:6][C:5]([CH2:8][C@@H:9]([NH:36][C:37]([C@@H:39]2[CH2:48][C:47]3[C:42](=[CH:43][CH:44]=[CH:45][CH:46]=3)[CH2:41][N:40]2C(OC(C)(C)C)=O)=[O:38])[C:10]([N:12]2[CH2:17][CH2:16][CH:15]([C:18]3[CH:23]=[CH:22][CH:21]=[CH:20][C:19]=3[NH:24][S:25]([C:28]3[CH:33]=[CH:32][CH:31]=[CH:30][C:29]=3[C:34]#[N:35])(=[O:27])=[O:26])[CH2:14][CH2:13]2)=[O:11])=[CH:4][CH:3]=1.C(O)(C(F)(F)F)=O. (4) The reactants are: [CH2:1]([O:3][C:4]1[CH:5]=[C:6]([C:20]2[CH:25]=[CH:24][C:23]([CH2:26][C:27]([NH:29][C:30]3[CH:35]=[CH:34][C:33]([CH2:36][C:37]([F:44])([F:43])[C:38](OCC)=[O:39])=[C:32]([C:45]([F:48])([F:47])[F:46])[CH:31]=3)=[O:28])=[C:22]([F:49])[CH:21]=2)[CH:7]=[N:8][C:9]=1[O:10][CH2:11][C:12]1[CH:17]=[CH:16][C:15]([O:18][CH3:19])=[CH:14][CH:13]=1)[CH3:2].[H-].[H-].[H-].[H-].[Li+].[Al+3].CC(=O)OCC. Given the product [F:44][C:37]([F:43])([CH2:38][OH:39])[CH2:36][C:33]1[CH:34]=[CH:35][C:30]([NH:29][C:27](=[O:28])[CH2:26][C:23]2[CH:24]=[CH:25][C:20]([C:6]3[CH:7]=[N:8][C:9]([O:10][CH2:11][C:12]4[CH:17]=[CH:16][C:15]([O:18][CH3:19])=[CH:14][CH:13]=4)=[C:4]([O:3][CH2:1][CH3:2])[CH:5]=3)=[CH:21][C:22]=2[F:49])=[CH:31][C:32]=1[C:45]([F:46])([F:47])[F:48], predict the reactants needed to synthesize it. (5) Given the product [Cl:1][C:2]1[N:7]=[C:6]2[N:8]([C@@H:11]3[O:23][C@H:22]([CH2:24][OH:25])[C@@H:17]([OH:18])[C@H:12]3[OH:13])[CH:9]=[N:10][C:5]2=[C:4]([S:29][CH2:30][C:31]2[CH:32]=[CH:33][C:34]([N+:37]([O-:39])=[O:38])=[CH:35][CH:36]=2)[CH:3]=1, predict the reactants needed to synthesize it. The reactants are: [Cl:1][C:2]1[N:7]=[C:6]2[N:8]([C@@H:11]3[O:23][C@H:22]([CH2:24][O:25]C(=O)C)[C@@H:17]([O:18]C(=O)C)[C@H:12]3[O:13]C(=O)C)[CH:9]=[N:10][C:5]2=[C:4]([S:29][CH2:30][C:31]2[CH:36]=[CH:35][C:34]([N+:37]([O-:39])=[O:38])=[CH:33][CH:32]=2)[CH:3]=1.N. (6) Given the product [C:1]([O:4][CH2:5][CH2:6][CH2:7][CH2:8][O:9][C:10]1[C:11]([Cl:25])=[CH:12][C:13]([OH:17])=[CH:14][C:15]=1[Cl:16])(=[O:3])[CH3:2], predict the reactants needed to synthesize it. The reactants are: [C:1]([O:4][CH2:5][CH2:6][CH2:7][CH2:8][O:9][C:10]1[C:15]([Cl:16])=[CH:14][C:13]([O:17]CC2C=CC=CC=2)=[CH:12][C:11]=1[Cl:25])(=[O:3])[CH3:2].[H][H]. (7) Given the product [O:40]1[C:41]2[CH:47]=[CH:46][CH:45]=[CH:44][C:42]=2[N:43]=[C:39]1[N:11]([CH2:12][C:13]1[CH:18]=[CH:17][CH:16]=[C:15]([O:19][Si:20]([C:23]([CH3:24])([CH3:25])[CH3:26])([CH3:21])[CH3:22])[CH:14]=1)[CH2:10][CH2:9][CH2:8][O:7][C:6]1[CH:5]=[CH:4][C:3]([O:2][CH3:1])=[CH:28][CH:27]=1, predict the reactants needed to synthesize it. The reactants are: [CH3:1][O:2][C:3]1[CH:28]=[CH:27][C:6]([O:7][CH2:8][CH2:9][CH2:10][NH:11][CH2:12][C:13]2[CH:18]=[CH:17][CH:16]=[C:15]([O:19][Si:20]([C:23]([CH3:26])([CH3:25])[CH3:24])([CH3:22])[CH3:21])[CH:14]=2)=[CH:5][CH:4]=1.C(N(CC)C(C)C)(C)C.Cl[C:39]1[O:40][C:41]2[CH:47]=[CH:46][CH:45]=[CH:44][C:42]=2[N:43]=1.